Dataset: Reaction yield outcomes from USPTO patents with 853,638 reactions. Task: Predict the reaction yield, written as a fraction of the theoretical maximum amount of product (1.0 means a 100% yield; for example, 0.34 means a 34% yield). (1) The reactants are [N:1]1[CH:6]=[CH:5][CH:4]=[CH:3][C:2]=1[CH2:7][NH:8][CH2:9][C:10]1[CH:15]=[CH:14][C:13](/[CH:16]=[CH:17]/[CH:18]([C:23]2[CH:28]=[C:27]([Cl:29])[C:26]([Cl:30])=[C:25]([Cl:31])[CH:24]=2)[C:19]([F:22])([F:21])[F:20])=[CH:12][C:11]=1[C:32]([F:35])([F:34])[F:33].[CH:36]1([C:39](Cl)=[O:40])[CH2:38][CH2:37]1. The catalyst is C(Cl)Cl. The product is [N:1]1[CH:6]=[CH:5][CH:4]=[CH:3][C:2]=1[CH2:7][N:8]([CH2:9][C:10]1[CH:15]=[CH:14][C:13](/[CH:16]=[CH:17]/[CH:18]([C:23]2[CH:28]=[C:27]([Cl:29])[C:26]([Cl:30])=[C:25]([Cl:31])[CH:24]=2)[C:19]([F:22])([F:21])[F:20])=[CH:12][C:11]=1[C:32]([F:35])([F:34])[F:33])[C:39]([CH:36]1[CH2:38][CH2:37]1)=[O:40]. The yield is 0.500. (2) The reactants are [Cl:1][C:2]1[CH:3]=[C:4]2[C:12](=[C:13]([N+:20]([O-])=O)[C:14]=1[O:15][CH2:16][CH:17]1[CH2:19][CH2:18]1)[NH:11][C:10]1[CH:9]=[N:8][CH:7]=[CH:6][C:5]2=1.[H][H].C([O-])(O)=O.[Na+]. The catalyst is CO.[Pd]. The product is [Cl:1][C:2]1[CH:3]=[C:4]2[C:12](=[C:13]([NH2:20])[C:14]=1[O:15][CH2:16][CH:17]1[CH2:19][CH2:18]1)[NH:11][C:10]1[CH:9]=[N:8][CH:7]=[CH:6][C:5]2=1. The yield is 0.800. (3) The reactants are [CH2:1]([O:8][C:9]([N:11]([CH2:13][CH:14]=O)[CH3:12])=[O:10])[C:2]1[CH:7]=[CH:6][CH:5]=[CH:4][CH:3]=1.[CH3:16][O:17][C:18](=[O:26])[C:19]1[CH:24]=[CH:23][C:22]([NH2:25])=[CH:21][CH:20]=1.CC(O)=O.[BH3-]C#N.[Na+]. The catalyst is C1(C)C=CC=CC=1. The product is [CH2:1]([O:8][C:9]([N:11]([CH2:13][CH2:14][NH:25][C:22]1[CH:21]=[CH:20][C:19]([C:18]([O:17][CH3:16])=[O:26])=[CH:24][CH:23]=1)[CH3:12])=[O:10])[C:2]1[CH:3]=[CH:4][CH:5]=[CH:6][CH:7]=1. The yield is 0.430. (4) The product is [F:50][C:16]([F:15])([F:49])[C:17]1[CH:22]=[C:21]([C:23]2[CH:24]=[CH:25][C:26]([C:29]([F:32])([F:31])[F:30])=[CH:27][CH:28]=2)[N:20]=[C:19]([C:33]2[CH:38]=[CH:37][N:36]=[C:35]([C:39]3[CH:40]=[C:41]([S:45]([N:1]4[CH2:6][CH2:5][O:4][CH2:3][CH2:2]4)(=[O:47])=[O:46])[CH:42]=[CH:43][CH:44]=3)[CH:34]=2)[N:18]=1. The reactants are [NH:1]1[CH2:6][CH2:5][O:4][CH2:3][CH2:2]1.C(N(CC)CC)C.Cl.[F:15][C:16]([F:50])([F:49])[C:17]1[CH:22]=[C:21]([C:23]2[CH:28]=[CH:27][C:26]([C:29]([F:32])([F:31])[F:30])=[CH:25][CH:24]=2)[N:20]=[C:19]([C:33]2[CH:38]=[CH:37][N:36]=[C:35]([C:39]3[CH:40]=[C:41]([S:45](Cl)(=[O:47])=[O:46])[CH:42]=[CH:43][CH:44]=3)[CH:34]=2)[N:18]=1. The yield is 0.910. The catalyst is C1COCC1. (5) The reactants are [CH3:1][N:2]1[N:6]=[N:5][C:4]([NH2:7])=[N:3]1.Cl[C:9]1[CH:14]=[CH:13][C:12]([Br:15])=[CH:11][N:10]=1.CC([O-])(C)C.[K+].O. The catalyst is C1COCC1. The product is [Br:15][C:12]1[CH:13]=[CH:14][C:9]([NH:7][C:4]2[N:5]=[N:6][N:2]([CH3:1])[N:3]=2)=[N:10][CH:11]=1. The yield is 0.0150. (6) The reactants are [C:1](=[O:4])([O-])[O-].[K+].[K+].[CH2:7]([C:9]1[CH:14]=[CH:13][C:12]([N+:15]([O-:17])=[O:16])=[CH:11][C:10]=1O)[CH3:8].CI. The catalyst is CC(C)=O. The product is [CH2:7]([C:9]1[CH:10]=[CH:11][C:12]([N+:15]([O-:17])=[O:16])=[CH:13][C:14]=1[O:4][CH3:1])[CH3:8]. The yield is 0.700.